Dataset: Catalyst prediction with 721,799 reactions and 888 catalyst types from USPTO. Task: Predict which catalyst facilitates the given reaction. (1) Reactant: [H-].[Na+].[C:3]1([C:13]2[NH:14][CH:15]=[CH:16][N:17]=2)[C:12]2[C:7](=[CH:8][CH:9]=[CH:10][CH:11]=2)[CH:6]=[CH:5][CH:4]=1.I[CH2:19][CH3:20]. Product: [CH2:19]([N:17]1[CH:16]=[CH:15][N:14]=[C:13]1[C:3]1[C:12]2[C:7](=[CH:8][CH:9]=[CH:10][CH:11]=2)[CH:6]=[CH:5][CH:4]=1)[CH3:20]. The catalyst class is: 3. (2) Reactant: [C:1]([C:5]1[C:6]([O:28][CH3:29])=[C:7]([CH2:19][CH2:20][C:21]2[N:26]=[CH:25][C:24]([NH2:27])=[CH:23][CH:22]=2)[CH:8]=[C:9]([C:11]2[C:12]([O:17][CH3:18])=[N:13][CH:14]=[CH:15][CH:16]=2)[CH:10]=1)([CH3:4])([CH3:3])[CH3:2].N1C=CC=CC=1.[CH3:36][S:37](Cl)(=[O:39])=[O:38]. Product: [C:1]([C:5]1[C:6]([O:28][CH3:29])=[C:7]([CH2:19][CH2:20][C:21]2[N:26]=[CH:25][C:24]([NH:27][S:37]([CH3:36])(=[O:39])=[O:38])=[CH:23][CH:22]=2)[CH:8]=[C:9]([C:11]2[C:12]([O:17][CH3:18])=[N:13][CH:14]=[CH:15][CH:16]=2)[CH:10]=1)([CH3:4])([CH3:2])[CH3:3]. The catalyst class is: 2. (3) Reactant: Cl[C:2]1[C:7]2[CH:8]=[CH:9][N:10]([CH2:11][C:12]([N:14]3[CH2:19][CH2:18][N:17]([C:20]([O:22][C:23]([CH3:26])([CH3:25])[CH3:24])=[O:21])[CH2:16][CH2:15]3)=[O:13])[C:6]=2[CH:5]=[CH:4][N:3]=1.[NH2:27][C:28]1[S:29][C:30]([C:33]#[N:34])=[CH:31][N:32]=1.[O-]P([O-])([O-])=O.[K+].[K+].[K+].CC1(C)C2C(=C(P(C3C=CC=CC=3)C3C=CC=CC=3)C=CC=2)OC2C(P(C3C=CC=CC=3)C3C=CC=CC=3)=CC=CC1=2. Product: [C:33]([C:30]1[S:29][C:28]([NH:27][C:2]2[C:7]3[CH:8]=[CH:9][N:10]([CH2:11][C:12]([N:14]4[CH2:19][CH2:18][N:17]([C:20]([O:22][C:23]([CH3:24])([CH3:26])[CH3:25])=[O:21])[CH2:16][CH2:15]4)=[O:13])[C:6]=3[CH:5]=[CH:4][N:3]=2)=[N:32][CH:31]=1)#[N:34]. The catalyst class is: 101. (4) Reactant: [N:1]([CH2:4][CH:5]([CH:13]1[CH2:18][CH2:17][N:16]([C:19]([O:21][CH2:22][CH2:23][Si:24]([CH3:27])([CH3:26])[CH3:25])=[O:20])[CH2:15][CH2:14]1)[C:6]1[CH:11]=[CH:10][C:9]([Br:12])=[CH:8][CH:7]=1)=[N+]=[N-].C1(P(C2C=CC=CC=2)C2C=CC=CC=2)C=CC=CC=1.[C:47](O[C:47]([O:49][C:50]([CH3:53])([CH3:52])[CH3:51])=[O:48])([O:49][C:50]([CH3:53])([CH3:52])[CH3:51])=[O:48]. Product: [CH3:25][Si:24]([CH3:27])([CH3:26])[CH2:23][CH2:22][O:21][C:19]([N:16]1[CH2:17][CH2:18][CH:13]([CH:5]([C:6]2[CH:11]=[CH:10][C:9]([Br:12])=[CH:8][CH:7]=2)[CH2:4][NH:1][C:47]([O:49][C:50]([CH3:53])([CH3:52])[CH3:51])=[O:48])[CH2:14][CH2:15]1)=[O:20]. The catalyst class is: 30. (5) Reactant: C([O:4][CH2:5][C:6]([N:8]([CH2:13][C:14]1[CH:15]=[N:16][C:17]([C:20]2[S:28][C:27]3[C:22](=[N:23][CH:24]=[CH:25][C:26]=3[O:29][C:30]3[CH:31]=[N:32][C:33]([NH:36][C:37]([NH:39][CH:40]4[CH2:42][CH2:41]4)=[O:38])=[CH:34][CH:35]=3)[CH:21]=2)=[CH:18][CH:19]=1)[CH2:9][CH2:10][O:11][CH3:12])=[O:7])(=O)C.[OH-].[Na+]. Product: [CH:40]1([NH:39][C:37](=[O:38])[NH:36][C:33]2[N:32]=[CH:31][C:30]([O:29][C:26]3[CH:25]=[CH:24][N:23]=[C:22]4[CH:21]=[C:20]([C:17]5[N:16]=[CH:15][C:14]([CH2:13][N:8]([CH2:9][CH2:10][O:11][CH3:12])[C:6](=[O:7])[CH2:5][OH:4])=[CH:19][CH:18]=5)[S:28][C:27]=34)=[CH:35][CH:34]=2)[CH2:41][CH2:42]1. The catalyst class is: 92. (6) Reactant: [Cl:1][C:2]1[N:7]=[CH:6][C:5]([N:8](C)[C:9](=O)OC(C)(C)C)=[C:4]([I:17])[CH:3]=1.C(O)(C(F)(F)F)=O. Product: [Cl:1][C:2]1[N:7]=[CH:6][C:5]([NH:8][CH3:9])=[C:4]([I:17])[CH:3]=1. The catalyst class is: 2. (7) Reactant: [CH2:1]([N:8]1[CH:16]=[C:15]2[C:10]([CH:11]=[C:12]([C:17]3[CH:18]=[C:19]([C:27]4[CH2:28][CH2:29][NH:30][CH2:31][CH:32]=4)[N:20]4[C:25]=3[C:24]([NH2:26])=[N:23][CH:22]=[N:21]4)[CH:13]=[CH:14]2)=[N:9]1)[C:2]1[CH:7]=[CH:6][CH:5]=[CH:4][CH:3]=1.[CH3:33][N:34]([CH3:39])[CH2:35][C:36](O)=[O:37].CCN=C=NCCCN(C)C.Cl.C1C=CC2N(O)N=NC=2C=1.C(N(CC)C(C)C)(C)C. Product: [CH2:1]([N:8]1[CH:16]=[C:15]2[C:10]([CH:11]=[C:12]([C:17]3[CH:18]=[C:19]([C:27]4[CH2:28][CH2:29][N:30]([C:36](=[O:37])[CH2:35][N:34]([CH3:39])[CH3:33])[CH2:31][CH:32]=4)[N:20]4[C:25]=3[C:24]([NH2:26])=[N:23][CH:22]=[N:21]4)[CH:13]=[CH:14]2)=[N:9]1)[C:2]1[CH:3]=[CH:4][CH:5]=[CH:6][CH:7]=1. The catalyst class is: 3.